Dataset: Full USPTO retrosynthesis dataset with 1.9M reactions from patents (1976-2016). Task: Predict the reactants needed to synthesize the given product. (1) Given the product [F:58][CH2:57][CH:56]([CH2:59][F:60])[CH2:55][CH:50]1[O:49][C:48]2[N:61]=[C:44]([NH:70][C:68]3[CH:67]=[CH:66][C:65]([N:71]4[CH:75]=[C:74]([CH3:76])[N:73]=[CH:72]4)=[C:64]([O:63][CH3:62])[N:69]=3)[CH:45]=[CH:46][C:47]=2[CH2:53][N:52]([CH3:54])[CH2:51]1, predict the reactants needed to synthesize it. The reactants are: CC1(C)C2C(=C(P(C3C=CC=CC=3)C3C=CC=CC=3)C=CC=2)OC2C(P(C3C=CC=CC=3)C3C=CC=CC=3)=CC=CC1=2.Cl[C:44]1[CH:45]=[CH:46][C:47]2[CH2:53][N:52]([CH3:54])[CH2:51][CH:50]([CH2:55][CH:56]([CH2:59][F:60])[CH2:57][F:58])[O:49][C:48]=2[N:61]=1.[CH3:62][O:63][C:64]1[N:69]=[C:68]([NH2:70])[CH:67]=[CH:66][C:65]=1[N:71]1[CH:75]=[C:74]([CH3:76])[N:73]=[CH:72]1.C(=O)([O-])[O-].[Cs+].[Cs+]. (2) Given the product [CH3:18][C:17]1[C:20]2[CH:25]=[N:24][C:23]([S:26][CH3:27])=[N:22][C:21]=2[N:28]([C:29]2[CH:30]=[C:31]([NH:35][C:36](=[O:42])[O:37][C:38]([CH3:41])([CH3:40])[CH3:39])[CH:32]=[CH:33][CH:34]=2)[C:12](=[O:13])[CH:11]=1, predict the reactants needed to synthesize it. The reactants are: [Li+].C[Si]([N-][Si](C)(C)C)(C)C.[CH3:11][CH2:12][O:13]C(C)=O.[C:17]([C:20]1[C:21]([NH:28][C:29]2[CH:30]=[C:31]([NH:35][C:36](=[O:42])[O:37][C:38]([CH3:41])([CH3:40])[CH3:39])[CH:32]=[CH:33][CH:34]=2)=[N:22][C:23]([S:26][CH3:27])=[N:24][CH:25]=1)(=O)[CH3:18]. (3) Given the product [CH3:22][N:21]([CH3:23])[CH2:20][CH2:19][O:18][CH2:17][C:12]1[C:11]([O:10][CH2:9][CH2:8][OH:7])=[CH:16][CH:15]=[CH:14][N:13]=1, predict the reactants needed to synthesize it. The reactants are: O1CCCCC1[O:7][CH2:8][CH2:9][O:10][C:11]1[C:12]([CH2:17][O:18][CH2:19][CH2:20][N:21]([CH3:23])[CH3:22])=[N:13][CH:14]=[CH:15][CH:16]=1. (4) Given the product [CH3:1][O:2][C:3]1[CH:4]=[CH:5][C:6]2[NH:12][C:11](=[O:13])[N:10]([CH:14]3[CH2:15][CH2:16][N:17]([C:20]4[CH:21]=[C:22]([C:26]([N:32]5[CH2:33][C:35]6([CH2:7][CH2:29][CH2:3][CH2:4]6)[C:50]6[C:38](=[CH:48][CH:53]=[CH:52][CH:51]=6)[CH:36]5[CH3:37])=[O:28])[N:23]=[CH:24][N:25]=4)[CH2:18][CH2:19]3)[CH2:9][CH2:8][C:7]=2[CH:29]=1, predict the reactants needed to synthesize it. The reactants are: [CH3:1][O:2][C:3]1[CH:4]=[CH:5][C:6]2[NH:12][C:11](=[O:13])[N:10]([CH:14]3[CH2:19][CH2:18][N:17]([C:20]4[N:25]=[CH:24][N:23]=[C:22]([C:26]([OH:28])=O)[CH:21]=4)[CH2:16][CH2:15]3)[CH2:9][CH2:8][C:7]=2[CH:29]=1.CC[N:32]([CH:36]([CH3:38])[CH3:37])[CH:33]([CH3:35])C.CN(C(ON1N=NC2[CH:50]=[CH:51][CH:52]=[CH:53][C:48]1=2)=[N+](C)C)C.[B-](F)(F)(F)F. (5) Given the product [CH3:30][O:29][C:23]1[CH:22]=[C:21]2[C:26](=[CH:25][C:24]=1[O:27][CH3:28])[C:17]([CH2:16][N:7]1[C:8]3[C:13](=[CH:12][CH:11]=[CH:10][CH:9]=3)[CH:14]=[C:6]1[C:4]([OH:3])=[O:5])=[CH:18][CH:19]=[CH:20]2, predict the reactants needed to synthesize it. The reactants are: C([O:3][C:4]([C:6]1[NH:7][C:8]2[C:13]([CH:14]=1)=[CH:12][CH:11]=[CH:10][CH:9]=2)=[O:5])C.Cl[CH2:16][C:17]1[C:26]2[C:21](=[CH:22][C:23]([O:29][CH3:30])=[C:24]([O:27][CH3:28])[CH:25]=2)[CH:20]=[CH:19][CH:18]=1. (6) Given the product [C:18]([O:17][C:15]([NH:11][C@@H:10]([CH2:22][N:34]1[C:24]([P:26]([O:30][CH2:31][CH3:32])([O:27][CH2:28][CH3:29])=[O:33])=[CH:25][N:36]=[N:35]1)[C:9]([OH:8])=[O:23])=[O:16])([CH3:19])([CH3:20])[CH3:21], predict the reactants needed to synthesize it. The reactants are: C([O:8][C:9](=[O:23])[C@H:10]([CH3:22])[N:11]([C:15]([O:17][C:18]([CH3:21])([CH3:20])[CH3:19])=[O:16])N=[N+]=[N-])C1C=CC=CC=1.[C:24]([P:26](=[O:33])([O:30][CH2:31][CH3:32])[O:27][CH2:28][CH3:29])#[CH:25].[N-:34]=[N+:35]=[N-:36]. (7) Given the product [CH2:1]([C@@:4]1([CH3:30])[CH2:9][C@H:8]([C:10]2[CH:15]=[CH:14][CH:13]=[C:12]([Cl:16])[CH:11]=2)[C@@H:7]([C:17]2[CH:18]=[CH:19][C:20]([Cl:23])=[CH:21][CH:22]=2)[N:6]([C@H:24]([CH:25]([OH:26])[CH2:31][CH:32]([CH3:34])[CH3:33])[CH2:27][CH3:28])[C:5]1=[O:29])[CH:2]=[CH2:3], predict the reactants needed to synthesize it. The reactants are: [CH2:1]([C@@:4]1([CH3:30])[CH2:9][C@H:8]([C:10]2[CH:15]=[CH:14][CH:13]=[C:12]([Cl:16])[CH:11]=2)[C@@H:7]([C:17]2[CH:22]=[CH:21][C:20]([Cl:23])=[CH:19][CH:18]=2)[N:6]([C@@H:24]([CH2:27][CH3:28])[CH:25]=[O:26])[C:5]1=[O:29])[CH:2]=[CH2:3].[CH2:31]([Mg]Br)[CH:32]([CH3:34])[CH3:33]. (8) Given the product [F:26][C:21]1[CH:20]=[C:19]([N:18]2[C:13]3=[N:14][CH:15]=[CH:16][CH:17]=[C:12]3[N:11]=[C:9]2[CH:8]([NH:7][C:6](=[O:28])[O:5][C:1]([CH3:4])([CH3:3])[CH3:2])[CH3:27])[CH:24]=[C:23]([F:25])[CH:22]=1, predict the reactants needed to synthesize it. The reactants are: [C:1]([O:5][C:6](=[O:28])[NH:7][C@@H:8]([CH3:27])[C:9]([NH:11][C:12]1[C:13]([NH:18][C:19]2[CH:24]=[C:23]([F:25])[CH:22]=[C:21]([F:26])[CH:20]=2)=[N:14][CH:15]=[CH:16][CH:17]=1)=O)([CH3:4])([CH3:3])[CH3:2].C(=O)(O)[O-].[Na+].